From a dataset of Forward reaction prediction with 1.9M reactions from USPTO patents (1976-2016). Predict the product of the given reaction. (1) Given the reactants [Si:1]([O:8][CH2:9][C@H:10]([CH2:26][CH:27]=[CH2:28])[CH2:11][C@H:12]1[CH2:16][O:15][C:14]([CH3:18])([CH3:17])[N:13]1[C:19]([O:21][C:22]([CH3:25])([CH3:24])[CH3:23])=[O:20])([C:4]([CH3:7])([CH3:6])[CH3:5])([CH3:3])[CH3:2].S(C)C.[OH-:32].[Na+].OO, predict the reaction product. The product is: [Si:1]([O:8][CH2:9][C@H:10]([CH2:26][CH2:27][CH2:28][OH:32])[CH2:11][C@H:12]1[CH2:16][O:15][C:14]([CH3:17])([CH3:18])[N:13]1[C:19]([O:21][C:22]([CH3:25])([CH3:24])[CH3:23])=[O:20])([C:4]([CH3:7])([CH3:5])[CH3:6])([CH3:3])[CH3:2]. (2) Given the reactants [Br:1][C:2]1[CH:7]=[CH:6][N:5]2[C:8](I)=[C:9]([CH3:11])[N:10]=[C:4]2[CH:3]=1.[F:13][C:14]1[CH:15]=[CH:16][C:17]2=[C:18]([CH:34]=1)[O:19][CH2:20][C:21]1[CH:31]=[C:30]([CH:32]=[O:33])[CH:29]=[CH:28][C:22]=1/[C:23]/2=[C:24](/[CH3:27])\[C:25]#[N:26], predict the reaction product. The product is: [F:13][C:14]1[CH:15]=[CH:16][C:17]2=[C:18]([CH:34]=1)[O:19][CH2:20][C:21]1[CH:31]=[C:30]([CH:32]([OH:33])[C:8]3[N:5]4[CH:6]=[CH:7][C:2]([Br:1])=[CH:3][C:4]4=[N:10][C:9]=3[CH3:11])[CH:29]=[CH:28][C:22]=1/[C:23]/2=[C:24](/[CH3:27])\[C:25]#[N:26]. (3) Given the reactants [NH:1]1[CH:5]=[C:4]([C:6]2[CH:22]=[CH:21][C:9]3[C:10]4[N:11]=[C:12]([C:18](O)=[O:19])[S:13][C:14]=4[CH2:15][CH2:16][O:17][C:8]=3[CH:7]=2)[CH:3]=[N:2]1.[CH3:23][C@H:24]1[CH2:29][CH2:28][CH2:27][NH:26][CH2:25]1, predict the reaction product. The product is: [CH3:23][C@@H:24]1[CH2:29][CH2:28][CH2:27][N:26]([C:18]([C:12]2[S:13][C:14]3[CH2:15][CH2:16][O:17][C:8]4[CH:7]=[C:6]([C:4]5[CH:5]=[N:1][NH:2][CH:3]=5)[CH:22]=[CH:21][C:9]=4[C:10]=3[N:11]=2)=[O:19])[CH2:25]1.